Dataset: Retrosynthesis with 50K atom-mapped reactions and 10 reaction types from USPTO. Task: Predict the reactants needed to synthesize the given product. (1) Given the product O=C(O)[C@H]1CCCN1c1ccc(C(F)(F)F)cc1, predict the reactants needed to synthesize it. The reactants are: CC(C)(C)OC(=O)[C@H]1CCCN1c1ccc(C(F)(F)F)cc1. (2) Given the product COc1cc2c(Nc3ccc(OCc4ccccn4)c(C)c3)ncnc2cc1OC(C)=O, predict the reactants needed to synthesize it. The reactants are: COc1cc2c(Cl)ncnc2cc1OC(C)=O.Cc1cc(N)ccc1OCc1ccccn1. (3) Given the product CCOC(=O)c1c(SC2CCCCC2=O)nc2cc(Cl)c(F)cc2c1O, predict the reactants needed to synthesize it. The reactants are: CCOC(=O)c1c(S)nc2cc(Cl)c(F)cc2c1O.O=C1CCCCC1Cl. (4) Given the product CC(C)(C)OC(=O)N1C[C@H]2CC(OS(C)(=O)=O)C[C@H]2C1, predict the reactants needed to synthesize it. The reactants are: CC(C)(C)OC(=O)N1C[C@H]2CC(O)C[C@H]2C1.CS(=O)(=O)Cl. (5) Given the product CN1CCN(c2cc(-c3ccc4c(c3)CN(C(=O)CC3CCC3)CC4)nc(N)n2)CC1, predict the reactants needed to synthesize it. The reactants are: CN1CCN(c2cc(-c3ccc4c(c3)CNCC4)nc(N)n2)CC1.O=C(O)CC1CCC1. (6) The reactants are: COCCCOc1cc(CN(C(=O)[C@H]2CN(C(=O)OC(C)(C)C)CCO2)C2CC2)ccc1OC. Given the product COCCCOc1cc(CN(C(=O)[C@H]2CNCCO2)C2CC2)ccc1OC, predict the reactants needed to synthesize it. (7) The reactants are: Brc1ccccn1.OB(O)c1cccc(Br)c1. Given the product Brc1cccc(-c2ccccn2)c1, predict the reactants needed to synthesize it. (8) Given the product CN1CCC(Oc2cccc3ncnc(Nc4ccc(OCc5ccccc5)c(F)c4)c23)CC1, predict the reactants needed to synthesize it. The reactants are: CN1CCC(Oc2cccc3ncnc(Nc4ccc(O)c(F)c4)c23)CC1.ClCc1ccccc1.